This data is from Full USPTO retrosynthesis dataset with 1.9M reactions from patents (1976-2016). The task is: Predict the reactants needed to synthesize the given product. (1) Given the product [N+:12]([C:10]1[CH:9]=[CH:8][C:6]2[NH:7][CH2:2][CH2:3][S:4][C:5]=2[CH:11]=1)([O-:14])=[O:13], predict the reactants needed to synthesize it. The reactants are: Cl[CH2:2][CH2:3][S:4][C:5]1[CH:11]=[C:10]([N+:12]([O-:14])=[O:13])[CH:9]=[CH:8][C:6]=1[NH2:7].C(=O)([O-])[O-].[K+].[K+].[I-].[Na+]. (2) The reactants are: [CH3:1][N:2]1[CH2:7][CH2:6][N:5]([C:8]2[S:9][C:10]([C:13]([O:15]C)=[O:14])=[CH:11][N:12]=2)[CH2:4][CH2:3]1.O.[OH-].[Li+]. Given the product [CH3:1][N:2]1[CH2:7][CH2:6][N:5]([C:8]2[S:9][C:10]([C:13]([OH:15])=[O:14])=[CH:11][N:12]=2)[CH2:4][CH2:3]1, predict the reactants needed to synthesize it. (3) Given the product [C:25]([C:27]1[CH:32]=[CH:31][C:30]([CH2:33][CH2:34][N:5]2[CH2:6][CH2:7][C:2]([CH2:8][CH2:9][N:10]([CH3:24])[C:11]3[CH:12]=[CH:13][C:14]([C:15]([O:17][C:18]([CH3:21])([CH3:19])[CH3:20])=[O:16])=[CH:22][CH:23]=3)([OH:1])[CH2:3][CH2:4]2)=[CH:29][CH:28]=1)#[N:26], predict the reactants needed to synthesize it. The reactants are: [OH:1][C:2]1([CH2:8][CH2:9][N:10]([CH3:24])[C:11]2[CH:23]=[CH:22][C:14]([C:15]([O:17][C:18]([CH3:21])([CH3:20])[CH3:19])=[O:16])=[CH:13][CH:12]=2)[CH2:7][CH2:6][NH:5][CH2:4][CH2:3]1.[C:25]([C:27]1[CH:32]=[CH:31][C:30]([CH2:33][CH:34]=O)=[CH:29][CH:28]=1)#[N:26].C(O[BH-](OC(=O)C)OC(=O)C)(=O)C.[Na+].C(=O)([O-])O.[Na+]. (4) Given the product [CH:31]([C:34]1[N:35]([C:2]2[N:10]=[C:9]3[C:5]([N:6]=[C:7]([CH2:12][N:13]4[CH2:18][CH2:17][N:16]([C:19]([CH3:24])([CH3:23])[C:20]([NH2:22])=[O:21])[CH2:15][CH2:14]4)[N:8]3[CH3:11])=[C:4]([N:25]3[CH2:26][CH2:27][O:28][CH2:29][CH2:30]3)[N:3]=2)[C:36]2[CH:42]=[CH:41][CH:40]=[CH:39][C:37]=2[N:38]=1)([CH3:33])[CH3:32], predict the reactants needed to synthesize it. The reactants are: Cl[C:2]1[N:10]=[C:9]2[C:5]([N:6]=[C:7]([CH2:12][N:13]3[CH2:18][CH2:17][N:16]([C:19]([CH3:24])([CH3:23])[C:20]([NH2:22])=[O:21])[CH2:15][CH2:14]3)[N:8]2[CH3:11])=[C:4]([N:25]2[CH2:30][CH2:29][O:28][CH2:27][CH2:26]2)[N:3]=1.[CH:31]([C:34]1[NH:35][C:36]2[CH:42]=[CH:41][CH:40]=[CH:39][C:37]=2[N:38]=1)([CH3:33])[CH3:32]. (5) The reactants are: [CH3:1][C:2]1[C:6]([C:7]2[C:16]3[O:15][CH2:14][CH:13]([C:17]4[C:18]([C:23]([OH:25])=[O:24])=[N:19][CH:20]=[CH:21][CH:22]=4)[N:12]4[C:26](=[O:28])[NH:27][C:10]([C:11]=34)=[CH:9][CH:8]=2)=[C:5]([CH3:29])[O:4][N:3]=1.[CH3:30]O. Given the product [CH3:1][C:2]1[C:6]([C:7]2[C:16]3[O:15][CH2:14][CH:13]([C:17]4[C:18]([C:23]([O:25][CH3:30])=[O:24])=[N:19][CH:20]=[CH:21][CH:22]=4)[N:12]4[C:26](=[O:28])[NH:27][C:10]([C:11]=34)=[CH:9][CH:8]=2)=[C:5]([CH3:29])[O:4][N:3]=1, predict the reactants needed to synthesize it. (6) Given the product [Cl:34][C:3]1[CH:4]=[C:5]([CH:32]=[CH:33][C:2]=1[C:35]#[N:37])[C:6]([NH:8][CH2:9][CH:10]([CH3:31])[CH2:11][C:12]([NH:14][C:15]1[CH:16]=[C:17]2[C:22](=[CH:23][CH:24]=1)[N:21]([CH2:25][CH3:26])[C:20](=[O:27])[N:19]([CH2:28][CH3:29])[C:18]2=[O:30])=[O:13])=[O:7], predict the reactants needed to synthesize it. The reactants are: Br[C:2]1[CH:33]=[CH:32][C:5]([C:6]([NH:8][CH2:9][CH:10]([CH3:31])[CH2:11][C:12]([NH:14][C:15]2[CH:16]=[C:17]3[C:22](=[CH:23][CH:24]=2)[N:21]([CH2:25][CH3:26])[C:20](=[O:27])[N:19]([CH2:28][CH3:29])[C:18]3=[O:30])=[O:13])=[O:7])=[CH:4][C:3]=1[Cl:34].[C:35](#[N:37])C. (7) Given the product [C:40]([N:26]1[C:27]([NH:30][C:31](=[O:39])[C:32]2[CH:37]=[CH:36][CH:35]=[CH:34][C:33]=2[Cl:38])=[C:28]([CH3:29])[C:24]([C:22]([OH:23])=[O:21])=[N:25]1)([CH3:43])([CH3:41])[CH3:42], predict the reactants needed to synthesize it. The reactants are: ClC1C=CC=CC=1C(NC1NN=C(C(O)=O)C=1)=O.C([O:21][C:22]([C:24]1[C:28]([CH3:29])=[C:27]([NH:30][C:31](=[O:39])[C:32]2[CH:37]=[CH:36][CH:35]=[CH:34][C:33]=2[Cl:38])[N:26]([C:40]([CH3:43])([CH3:42])[CH3:41])[N:25]=1)=[O:23])C.